The task is: Predict the reactants needed to synthesize the given product.. This data is from Full USPTO retrosynthesis dataset with 1.9M reactions from patents (1976-2016). (1) Given the product [CH:1]1([CH:7]([NH:12][C:13](=[O:50])[CH2:14][NH:15][C:16](=[O:49])[CH2:17][O:18][C:19]2[CH:20]=[CH:21][C:22]([C@@H:25]3[C@@H:28]([S:29][CH2:30][CH:31]([OH:32])[C:33]4[CH:34]=[CH:35][C:36]([O:39][CH3:40])=[CH:37][CH:38]=4)[C:27](=[O:41])[N:26]3[C:42]3[CH:43]=[CH:44][C:45]([F:48])=[CH:46][CH:47]=3)=[CH:23][CH:24]=2)[CH2:8][C:9]([OH:11])=[O:10])[CH2:6][CH2:5][CH2:4][CH2:3][CH2:2]1, predict the reactants needed to synthesize it. The reactants are: [CH:1]1([CH:7]([NH:12][C:13](=[O:50])[CH2:14][NH:15][C:16](=[O:49])[CH2:17][O:18][C:19]2[CH:24]=[CH:23][C:22]([C@@H:25]3[C@@H:28]([S:29][CH2:30][C:31]([C:33]4[CH:38]=[CH:37][C:36]([O:39][CH3:40])=[CH:35][CH:34]=4)=[O:32])[C:27](=[O:41])[N:26]3[C:42]3[CH:47]=[CH:46][C:45]([F:48])=[CH:44][CH:43]=3)=[CH:21][CH:20]=2)[CH2:8][C:9]([OH:11])=[O:10])[CH2:6][CH2:5][CH2:4][CH2:3][CH2:2]1.[BH4-].[Na+]. (2) The reactants are: [O:1]=[C:2]1[C:6]2([CH2:11][CH2:10][N:9]([CH2:12][CH2:13][CH2:14][C:15](=[O:22])[C:16]3[CH:21]=[CH:20][CH:19]=[CH:18][CH:17]=3)[CH2:8][CH2:7]2)[N:5]([C:23]2[CH:28]=[CH:27][CH:26]=[CH:25][CH:24]=2)[CH2:4][N:3]1[CH2:29][C:30]1[CH:31]=[C:32]([CH:40]=[CH:41][CH:42]=1)[C:33]([O:35]C(C)(C)C)=[O:34].Cl. Given the product [O:1]=[C:2]1[C:6]2([CH2:7][CH2:8][N:9]([CH2:12][CH2:13][CH2:14][C:15](=[O:22])[C:16]3[CH:17]=[CH:18][CH:19]=[CH:20][CH:21]=3)[CH2:10][CH2:11]2)[N:5]([C:23]2[CH:24]=[CH:25][CH:26]=[CH:27][CH:28]=2)[CH2:4][N:3]1[CH2:29][C:30]1[CH:31]=[C:32]([CH:40]=[CH:41][CH:42]=1)[C:33]([OH:35])=[O:34], predict the reactants needed to synthesize it. (3) Given the product [CH2:3]([N:10]1[CH2:19][CH2:18][C:17]2[C:12](=[CH:13][CH:14]=[CH:15][CH:16]=2)[CH:28]1[C:29]([OH:30])([CH3:25])[CH3:31])[C:4]1[CH:9]=[CH:8][CH:7]=[CH:6][CH:5]=1, predict the reactants needed to synthesize it. The reactants are: C[Li].[CH2:3]([N:10]1[CH2:19][CH2:18][C:17]2[C:12](=[CH:13][CH:14]=[CH:15][CH:16]=2)C1C(OCC)=O)[C:4]1[CH:9]=[CH:8][CH:7]=[CH:6][CH:5]=1.[C:25](=O)=O.[CH3:28][C:29]([CH3:31])=[O:30].O.